This data is from Forward reaction prediction with 1.9M reactions from USPTO patents (1976-2016). The task is: Predict the product of the given reaction. (1) The product is: [NH2:3][C:4]1[S:5][C:6]([C:13](=[O:15])[CH2:14][Br:1])=[C:7]([C:9]([F:12])([F:10])[F:11])[N:8]=1. Given the reactants [Br:1]Br.[NH2:3][C:4]1[S:5][C:6]([C:13](=[O:15])[CH3:14])=[C:7]([C:9]([F:12])([F:11])[F:10])[N:8]=1.C([O-])(O)=O.[Na+].C([O-])([O-])=O.[Na+].[Na+], predict the reaction product. (2) Given the reactants [NH:1]1[C:9]2[C:4](=[CH:5][CH:6]=[CH:7][CH:8]=2)[C:3]([CH2:10][CH2:11][C:12]([OH:14])=O)=[CH:2]1.C(N1C=CN=C1)(N1C=CN=C1)=O.[Cl:27][C:28]1[CH:29]=[C:30]2[C:39](=[CH:40][CH:41]=1)[C:38]([NH:42][CH2:43][CH2:44][CH2:45][CH2:46][CH2:47][NH2:48])=[C:37]1[C:32]([CH2:33][CH2:34][CH2:35][CH2:36]1)=[N:31]2, predict the reaction product. The product is: [Cl:27][C:28]1[CH:29]=[C:30]2[C:39](=[CH:40][CH:41]=1)[C:38]([NH:42][CH2:43][CH2:44][CH2:45][CH2:46][CH2:47][NH:48][C:12](=[O:14])[CH2:11][CH2:10][C:3]1[C:4]3[C:9](=[CH:8][CH:7]=[CH:6][CH:5]=3)[NH:1][CH:2]=1)=[C:37]1[C:32]([CH2:33][CH2:34][CH2:35][CH2:36]1)=[N:31]2. (3) Given the reactants [NH2:1][C@H:2]1[CH2:6][CH2:5][N:4]([C@@H:7]([CH3:16])[C:8]([N:10]2[CH2:15][CH2:14][O:13][CH2:12][CH2:11]2)=[O:9])[C:3]1=[O:17].CCN(C(C)C)C(C)C.[Cl:27][C:28]1[CH:29]=[C:30]2[C:34](=[CH:35][CH:36]=1)[CH:33]([CH2:37][S:38](Cl)(=[O:40])=[O:39])[CH2:32][CH2:31]2, predict the reaction product. The product is: [Cl:27][C:28]1[CH:29]=[C:30]2[C:34](=[CH:35][CH:36]=1)[CH:33]([CH2:37][S:38]([NH:1][C@H:2]1[CH2:6][CH2:5][N:4]([C@@H:7]([CH3:16])[C:8]([N:10]3[CH2:11][CH2:12][O:13][CH2:14][CH2:15]3)=[O:9])[C:3]1=[O:17])(=[O:40])=[O:39])[CH2:32][CH2:31]2.